From a dataset of Catalyst prediction with 721,799 reactions and 888 catalyst types from USPTO. Predict which catalyst facilitates the given reaction. (1) Reactant: Br[C:2]1[C:7]([CH2:8][O:9][CH2:10][O:11][CH3:12])=[CH:6][C:5]([N:13]([C:18]2[C:37]([CH:38]3[CH2:40][CH2:39]3)=[CH:36][C:21]3[C:22]([C:32]([NH:34][CH3:35])=[O:33])=[C:23]([C:25]4[CH:30]=[CH:29][C:28]([F:31])=[CH:27][CH:26]=4)[O:24][C:20]=3[CH:19]=2)[S:14]([CH3:17])(=[O:16])=[O:15])=[CH:4][C:3]=1[Cl:41].[B:42]1([B:42]2[O:46][C:45]([CH3:48])([CH3:47])[C:44]([CH3:50])([CH3:49])[O:43]2)[O:46][C:45]([CH3:48])([CH3:47])[C:44]([CH3:50])([CH3:49])[O:43]1.C([O-])(=O)C.[K+]. Product: [Cl:41][C:3]1[CH:4]=[C:5]([N:13]([C:18]2[C:37]([CH:38]3[CH2:40][CH2:39]3)=[CH:36][C:21]3[C:22]([C:32]([NH:34][CH3:35])=[O:33])=[C:23]([C:25]4[CH:30]=[CH:29][C:28]([F:31])=[CH:27][CH:26]=4)[O:24][C:20]=3[CH:19]=2)[S:14]([CH3:17])(=[O:16])=[O:15])[CH:6]=[C:7]([CH2:8][O:9][CH2:10][O:11][CH3:12])[C:2]=1[B:42]1[O:46][C:45]([CH3:48])([CH3:47])[C:44]([CH3:50])([CH3:49])[O:43]1. The catalyst class is: 225. (2) Reactant: [C:1]1(=[O:7])[CH2:6][CH2:5][CH2:4][CH2:3][CH2:2]1.[C:8]1(=O)[O:14][CH2:13][CH2:12][CH2:11][CH2:10][CH2:9]1.[C:16]([O-])(=O)C=C. Product: [CH2:4]1[CH2:5][CH2:6][C:1]([OH:7])([C:13]([C:12]2[CH:11]=[CH:10][CH:9]=[CH:8][CH:16]=2)=[O:14])[CH2:2][CH2:3]1. The catalyst class is: 311. (3) Product: [Br:1][C:2]1[CH:15]=[CH:14][C:13]2[C:12]([C:18]3[CH:23]=[CH:22][CH:21]=[CH:20][CH:19]=3)([OH:16])[C:11]3[C:6](=[CH:7][CH:8]=[CH:9][CH:10]=3)[C:5]([C:2]3[CH:15]=[CH:14][CH:13]=[CH:4][CH:3]=3)([OH:17])[C:4]=2[CH:3]=1. Reactant: [Br:1][C:2]1[CH:15]=[CH:14][C:13]2[C:12](=[O:16])[C:11]3[C:6](=[CH:7][CH:8]=[CH:9][CH:10]=3)[C:5](=[O:17])[C:4]=2[CH:3]=1.[C:18]1([Li])[CH:23]=[CH:22][CH:21]=[CH:20][CH:19]=1. The catalyst class is: 7. (4) Reactant: [Cl:1][C:2]1[C:3]([F:22])=[C:4]([CH:19]=[CH:20][CH:21]=1)[NH:5][C:6]1[C:15]2[C:10](=[CH:11][C:12]([O:17][CH3:18])=[C:13]([OH:16])[CH:14]=2)[N:9]=[CH:8][N:7]=1.N1C=CC=CC=1.[S:29](O[S:29]([C:32]([F:35])([F:34])[F:33])(=[O:31])=[O:30])([C:32]([F:35])([F:34])[F:33])(=[O:31])=[O:30]. Product: [Cl:1][C:2]1[C:3]([F:22])=[C:4]([CH:19]=[CH:20][CH:21]=1)[NH:5][C:6]1[C:15]2[C:10](=[CH:11][C:12]([O:17][CH3:18])=[C:13]([O:16][S:29]([C:32]([F:35])([F:34])[F:33])(=[O:31])=[O:30])[CH:14]=2)[N:9]=[CH:8][N:7]=1. The catalyst class is: 2. (5) Reactant: [O:1]1[C:11]2[C:6](=[CH:7][CH:8]=[CH:9][CH:10]=2)[CH:5]=[C:4]([C:12]([NH:14][C@H:15]([C:25]([O:27]C)=[O:26])[CH2:16][C:17]2[CH:22]=[CH:21][C:20]([O:23][CH3:24])=[CH:19][CH:18]=2)=[O:13])[C:2]1=[O:3].[OH-].[Na+]. Product: [O:1]1[C:11]2[C:6](=[CH:7][CH:8]=[CH:9][CH:10]=2)[CH:5]=[C:4]([C:12]([NH:14][C@H:15]([C:25]([OH:27])=[O:26])[CH2:16][C:17]2[CH:18]=[CH:19][C:20]([O:23][CH3:24])=[CH:21][CH:22]=2)=[O:13])[C:2]1=[O:3]. The catalyst class is: 5. (6) The catalyst class is: 9. Reactant: [CH3:1][O:2][C:3]1[CH:8]=[CH:7][C:6]([C@@:9]23[C:18](=[O:19])[CH2:17][CH2:16][CH2:15][C@H:14]2[C@H:13]([CH3:20])[C:12]2([O:24][CH2:23][CH2:22][O:21]2)[CH2:11][CH2:10]3)=[CH:5][CH:4]=1.[H-].[Na+].[CH:27](OCC)=[O:28]. Product: [OH:28]/[CH:27]=[C:17]1\[C:18](=[O:19])[C@:9]2([C:6]3[CH:7]=[CH:8][C:3]([O:2][CH3:1])=[CH:4][CH:5]=3)[C@@H:14]([CH2:15][CH2:16]\1)[C@H:13]([CH3:20])[C:12]1([O:21][CH2:22][CH2:23][O:24]1)[CH2:11][CH2:10]2. (7) Reactant: [NH2:1][C@@H:2]1[C:16](=[O:17])[N:15]2[CH2:18][C@H:19]([O:21][C:22]3[CH:31]=[N:30][C:29]4[C:24](=[CH:25][CH:26]=[CH:27][CH:28]=4)[N:23]=3)[CH2:20][C@H:14]2[C:13](=[O:32])[NH:12][C@:11]2([C:34]([NH:36][S:37]([CH:40]3[CH2:42][CH2:41]3)(=[O:39])=[O:38])=[O:35])[CH2:33][C@H:10]2[CH2:9][C:8]([F:44])([F:43])[CH2:7][CH2:6][CH2:5][CH2:4][CH2:3]1.Cl.N1C=CC=CC=1.[CH3:52][C:53]1[O:57][N:56]=[C:55]([C:58](O)=[O:59])[CH:54]=1.CN(C(ON1N=NC2C=CC=NC1=2)=[N+](C)C)C.F[P-](F)(F)(F)(F)F. Product: [CH:40]1([S:37]([NH:36][C:34]([C@@:11]23[CH2:33][C@H:10]2[CH2:9][C:8]([F:43])([F:44])[CH2:7][CH2:6][CH2:5][CH2:4][CH2:3][C@H:2]([NH:1][C:58]([C:55]2[CH:54]=[C:53]([CH3:52])[O:57][N:56]=2)=[O:59])[C:16](=[O:17])[N:15]2[CH2:18][C@H:19]([O:21][C:22]4[CH:31]=[N:30][C:29]5[C:24](=[CH:25][CH:26]=[CH:27][CH:28]=5)[N:23]=4)[CH2:20][C@H:14]2[C:13](=[O:32])[NH:12]3)=[O:35])(=[O:39])=[O:38])[CH2:42][CH2:41]1. The catalyst class is: 39.